The task is: Predict the reaction yield, written as a fraction of the theoretical maximum amount of product (1.0 means a 100% yield; for example, 0.34 means a 34% yield).. This data is from Reaction yield outcomes from USPTO patents with 853,638 reactions. (1) The reactants are [C:1]([O:5][C:6]([NH:8][CH2:9][CH2:10][CH:11]1[CH2:16][CH2:15][CH2:14][NH:13][CH2:12]1)=[O:7])([CH3:4])([CH3:3])[CH3:2].C[Si]([N:21]=[C:22]=[O:23])(C)C. The catalyst is ClCCl. The product is [C:1]([O:5][C:6]([NH:8][CH2:9][CH2:10][CH:11]1[CH2:16][CH2:15][CH2:14][N:13]([C:22]([NH2:21])=[O:23])[CH2:12]1)=[O:7])([CH3:4])([CH3:2])[CH3:3]. The yield is 0.700. (2) No catalyst specified. The yield is 0.820. The product is [NH:30]1[CH2:29][CH2:28][CH:27]([CH:4]([N:5]2[CH:9]=[C:8]([C:10]3[C:11]4[CH:18]=[CH:17][NH:16][C:12]=4[N:13]=[CH:14][N:15]=3)[CH:7]=[N:6]2)[CH2:3][C:1]#[N:2])[CH2:32][CH2:31]1. The reactants are [C:1]([CH2:3][CH:4]([CH:27]1[CH2:32][CH2:31][N:30](C(OC(C)(C)C)=O)[CH2:29][CH2:28]1)[N:5]1[CH:9]=[C:8]([C:10]2[C:11]3[CH:18]=[CH:17][N:16](COCC[Si](C)(C)C)[C:12]=3[N:13]=[CH:14][N:15]=2)[CH:7]=[N:6]1)#[N:2].ClCCCl.FC(F)(F)C(O)=O.CO.C(N)CN.